Dataset: Full USPTO retrosynthesis dataset with 1.9M reactions from patents (1976-2016). Task: Predict the reactants needed to synthesize the given product. (1) Given the product [NH2:28][CH2:27][CH2:26][CH2:25][CH2:24][CH2:23][N:21]1[CH:22]=[C:18]([C:14]2[CH:13]=[C:12]([CH:17]=[CH:16][CH:15]=2)[C:11]([NH:10][C:9]2[C:5]([C:3]([O-:4])=[O:2])=[N:6][N:7]([CH:30]3[CH2:35][CH2:34][O:33][CH2:32][CH2:31]3)[CH:8]=2)=[O:29])[CH:19]=[N:20]1.[Li+:38], predict the reactants needed to synthesize it. The reactants are: C[O:2][C:3]([C:5]1[C:9]([NH:10][C:11](=[O:29])[C:12]2[CH:17]=[CH:16][CH:15]=[C:14]([C:18]3[CH:19]=[N:20][N:21]([CH2:23][CH2:24][CH2:25][CH2:26][CH2:27][NH2:28])[CH:22]=3)[CH:13]=2)=[CH:8][N:7]([CH:30]2[CH2:35][CH2:34][O:33][CH2:32][CH2:31]2)[N:6]=1)=[O:4].O.[OH-].[Li+:38]. (2) Given the product [CH2:39]([C:47]1[CH:51]=[C:50]([C:14]2[S:13][C:12]3[C:25]4[C:9]([C:10](=[O:30])[C:11]=3[C:15]=2[CH2:16][CH2:17][CH2:18][CH2:19][CH2:20][CH2:21][CH2:22][CH3:23])=[CH:8][C:7]2[C:5]3[S:6][C:2]([C:2]5[S:6][CH:5]=[C:4]([CH2:28][CH2:27][CH2:26][CH2:25][CH2:9][CH2:10][CH2:11][CH3:12])[CH:3]=5)=[C:3]([CH2:31][CH2:32][CH2:33][CH2:34][CH2:35][CH2:36][CH2:37][CH3:38])[C:4]=3[C:28](=[O:29])[C:27]=2[CH:26]=4)[S:49][CH:48]=1)[CH2:40][CH2:41][CH2:42][CH2:43][CH2:44][CH2:45][CH3:46], predict the reactants needed to synthesize it. The reactants are: Br[C:2]1[S:6][C:5]2[C:7]3[C:27]([C:28](=[O:29])[C:4]=2[C:3]=1[CH2:31][CH2:32][CH2:33][CH2:34][CH2:35][CH2:36][CH2:37][CH3:38])=[CH:26][C:25]1[C:12]2[S:13][C:14](Br)=[C:15]([CH2:16][CH2:17][CH2:18][CH2:19][CH2:20][CH2:21][CH2:22][CH3:23])[C:11]=2[C:10](=[O:30])[C:9]=1[CH:8]=3.[CH2:39]([C:47]1[CH:51]=[C:50]([Sn](C)(C)C)[S:49][CH:48]=1)[CH2:40][CH2:41][CH2:42][CH2:43][CH2:44][CH2:45][CH3:46]. (3) Given the product [CH2:12]([O:14][C:15]([CH:17]1[CH2:21][CH2:20][CH:19]([O:22][C:2]2[CH:7]=[CH:6][C:5]([Cl:8])=[CH:4][C:3]=2[N+:9]([O-:11])=[O:10])[CH2:18]1)=[O:16])[CH3:13], predict the reactants needed to synthesize it. The reactants are: Cl[C:2]1[CH:7]=[CH:6][C:5]([Cl:8])=[CH:4][C:3]=1[N+:9]([O-:11])=[O:10].[CH2:12]([O:14][C:15]([CH:17]1[CH2:21][CH2:20][CH:19]([OH:22])[CH2:18]1)=[O:16])[CH3:13].C1(P(C2C=CC=CC=2)C2C=CC=CC=2)C=CC=CC=1.CC(OC(/N=N/C(OC(C)C)=O)=O)C. (4) Given the product [N:19]1([C:17]([C:13]2[CH:14]=[CH:15][CH:16]=[C:11]([C:8]3[CH:9]=[C:10]4[C:2]([C:28]5[CH:29]=[N:25][NH:26][CH:27]=5)=[N:3][NH:4][C:5]4=[N:6][CH:7]=3)[CH:12]=2)=[O:18])[CH2:24][CH2:23][O:22][CH2:21][CH2:20]1, predict the reactants needed to synthesize it. The reactants are: I[C:2]1[C:10]2[C:5](=[N:6][CH:7]=[C:8]([C:11]3[CH:12]=[C:13]([C:17]([N:19]4[CH2:24][CH2:23][O:22][CH2:21][CH2:20]4)=[O:18])[CH:14]=[CH:15][CH:16]=3)[CH:9]=2)[NH:4][N:3]=1.[NH:25]1[CH:29]=[C:28](B(O)O)[CH:27]=[N:26]1.C(=O)([O-])[O-].[Na+].[Na+]. (5) Given the product [NH2:1][C:4]1[CH:5]=[CH:6][C:7]2[S:11][CH:10]=[N:9][C:8]=2[CH:12]=1, predict the reactants needed to synthesize it. The reactants are: [N+:1]([C:4]1[CH:5]=[CH:6][C:7]2[S:11][CH:10]=[N:9][C:8]=2[CH:12]=1)([O-])=O. (6) Given the product [NH2:1][C:2]1[C:3]([C:4]([O:6][CH3:7])=[O:5])=[C:8]([C:13]([F:16])([F:14])[F:15])[C:9]([Cl:24])=[C:10]([Br:12])[CH:11]=1, predict the reactants needed to synthesize it. The reactants are: [NH2:1][C:2]1[CH:11]=[C:10]([Br:12])[CH:9]=[C:8]([C:13]([F:16])([F:15])[F:14])[C:3]=1[C:4]([O:6][CH3:7])=[O:5].C1C(=O)N([Cl:24])C(=O)C1. (7) Given the product [O:38]=[S:30]1(=[O:39])[C:31]2[CH:37]=[CH:36][CH:35]=[CH:34][C:32]=2[CH2:33][N:27]([C:18]2[CH:23]=[C:22]([NH:47][CH2:48][CH2:49][OH:50])[C:21]3[C:20](=[CH:25][CH:16]=[N:15][CH:14]=3)[N:19]=2)[CH2:28][CH2:29]1, predict the reactants needed to synthesize it. The reactants are: C(N(CC1C=CC=CC=1)C1([CH2:14][NH:15][C:16]2[C:25]3[C:20](=[CH:21][CH:22]=[C:23](C)C=3)[N:19]=[C:18]([N:27]3[CH2:33][C:32]4[CH:34]=[CH:35][CH:36]=[CH:37][C:31]=4[S:30](=[O:39])(=[O:38])[CH2:29][CH2:28]3)C=2)CCOC1)C1C=CC=CC=1.[NH2:47][CH2:48][CH2:49][OH:50].